This data is from Full USPTO retrosynthesis dataset with 1.9M reactions from patents (1976-2016). The task is: Predict the reactants needed to synthesize the given product. (1) Given the product [CH3:9][O:8][C:6]([C:5]([C:10]1[CH:15]=[CH:14][CH:13]=[CH:12][CH:11]=1)([CH2:16][CH3:17])[CH2:4][CH2:3][CH2:2][NH:1][C:41]([C:37]1[N:38]([CH3:40])[CH:39]=[C:35]([NH:34][C:32]([C:27]2[C:26]([C:23]3[CH:22]=[CH:21][C:20]([C:19]([F:45])([F:18])[F:44])=[CH:25][CH:24]=3)=[CH:31][CH:30]=[CH:29][CH:28]=2)=[O:33])[CH:36]=1)=[O:42])=[O:7], predict the reactants needed to synthesize it. The reactants are: [NH2:1][CH2:2][CH2:3][CH2:4][C:5]([CH2:16][CH3:17])([C:10]1[CH:15]=[CH:14][CH:13]=[CH:12][CH:11]=1)[C:6]([O:8][CH3:9])=[O:7].[F:18][C:19]([F:45])([F:44])[C:20]1[CH:25]=[CH:24][C:23]([C:26]2[C:27]([C:32]([NH:34][C:35]3[CH:36]=[C:37]([C:41](O)=[O:42])[N:38]([CH3:40])[CH:39]=3)=[O:33])=[CH:28][CH:29]=[CH:30][CH:31]=2)=[CH:22][CH:21]=1.CN(C(ON1N=NC2C=CC=CC1=2)=[N+](C)C)C.[B-](F)(F)(F)F.C(N(C(C)C)C(C)C)C. (2) Given the product [O:13]1[CH2:12][CH2:11][N:10]([C:7]2[CH:8]=[C:18]([CH:4]=[CH:5][CH:6]=2)[NH2:17])[CH2:15][CH2:14]1, predict the reactants needed to synthesize it. The reactants are: [N+]([C:4]1N=[CH:8][C:7]([N:10]2[CH2:15][CH2:14][O:13][CH2:12][CH2:11]2)=[CH:6][CH:5]=1)([O-])=O.[Cl-].[NH4+:17].[CH3:18]O.